Task: Regression. Given a peptide amino acid sequence and an MHC pseudo amino acid sequence, predict their binding affinity value. This is MHC class II binding data.. Dataset: Peptide-MHC class II binding affinity with 134,281 pairs from IEDB (1) The peptide sequence is VSWVMKIGIGVLLTW. The MHC is DRB1_0301 with pseudo-sequence DRB1_0301. The binding affinity (normalized) is 0. (2) The peptide sequence is GCIHMARSLANEWRD. The MHC is DRB1_0701 with pseudo-sequence DRB1_0701. The binding affinity (normalized) is 0.728. (3) The MHC is DRB1_0701 with pseudo-sequence DRB1_0701. The binding affinity (normalized) is 0.0365. The peptide sequence is GGLPLAGAGGAGAGP. (4) The peptide sequence is DVTITAPGDSPNTDG. The binding affinity (normalized) is 0.0381. The MHC is HLA-DQA10102-DQB10602 with pseudo-sequence HLA-DQA10102-DQB10602. (5) The peptide sequence is YPWDRIEEVTRMAMT. The MHC is DRB1_1101 with pseudo-sequence DRB1_1101. The binding affinity (normalized) is 0.601. (6) The peptide sequence is GALQIVDKIDAAFKI. The MHC is DRB4_0101 with pseudo-sequence DRB4_0103. The binding affinity (normalized) is 0.608.